The task is: Predict the product of the given reaction.. This data is from Forward reaction prediction with 1.9M reactions from USPTO patents (1976-2016). (1) Given the reactants [CH:1]1([C:7]2[CH:15]=[CH:14][C:10]([C:11]([OH:13])=O)=[CH:9][CH:8]=2)[CH2:6][CH2:5][CH2:4][CH2:3][CH2:2]1.C(Cl)(=O)C(Cl)=O.[S:22]1[C:31]2[CH2:30][CH2:29][CH2:28][CH2:27][NH:26][C:25]=2[CH:24]=[CH:23]1.CCN(C(C)C)C(C)C.C1(C2C=CC(C(Cl)=O)=CC=2)CCCCC1, predict the reaction product. The product is: [CH:1]1([C:7]2[CH:8]=[CH:9][C:10]([C:11]([N:26]3[CH2:27][CH2:28][CH2:29][CH2:30][C:31]4[S:22][CH:23]=[CH:24][C:25]3=4)=[O:13])=[CH:14][CH:15]=2)[CH2:2][CH2:3][CH2:4][CH2:5][CH2:6]1. (2) Given the reactants [F:1][C:2]1[CH:7]=[CH:6][C:5]([F:8])=[CH:4][C:3]=1[C:9]1[C:17]2[O:16][CH:15]([CH2:18]OS(C3C=CC(C)=CC=3)(=O)=O)[CH2:14][C:13]=2[CH:12]=[C:11]([O:30][CH3:31])[CH:10]=1.[CH3:32][NH2:33], predict the reaction product. The product is: [F:1][C:2]1[CH:7]=[CH:6][C:5]([F:8])=[CH:4][C:3]=1[C:9]1[C:17]2[O:16][CH:15]([CH2:18][NH:33][CH3:32])[CH2:14][C:13]=2[CH:12]=[C:11]([O:30][CH3:31])[CH:10]=1. (3) Given the reactants C[O:2][C:3](=O)[CH:4]([CH3:10])[CH:5](OC)OC.[SH:12][CH2:13][C:14]([O:16][CH3:17])=[O:15], predict the reaction product. The product is: [CH3:17][O:16][C:14]([C:13]1[S:12][CH:5]=[C:4]([CH3:10])[C:3]=1[OH:2])=[O:15]. (4) Given the reactants [O:1]=[C:2]1[C:10]2[C:5](=[CH:6][CH:7]=[CH:8][CH:9]=2)[C:4](=[O:11])[N:3]1[CH2:12][CH2:13][C:14](=[CH2:25])[CH2:15][O:16]C(=O)C1C=CC=CC=1.[O:26]=[C:27]1[C:35]2[C:30](=[CH:31][CH:32]=[CH:33][CH:34]=2)[C:29](=[O:36])[N:28]1[CH2:37][C:38](=[CH2:50])[CH2:39][CH2:40][O:41]C(=O)C1C=CC=CC=1.[OH-].[Na+], predict the reaction product. The product is: [OH:16][CH2:15][C:14](=[CH2:25])[CH2:13][CH2:12][N:3]1[C:4](=[O:11])[C:5]2[C:10](=[CH:9][CH:8]=[CH:7][CH:6]=2)[C:2]1=[O:1].[OH:41][CH2:40][CH2:39][C:38](=[CH2:50])[CH2:37][N:28]1[C:29](=[O:36])[C:30]2[C:35](=[CH:34][CH:33]=[CH:32][CH:31]=2)[C:27]1=[O:26]. (5) Given the reactants [Cl:1][C:2]1[CH:3]=[C:4]2[C:9](=[CH:10][C:11]=1[F:12])[C:8]([OH:13])=[CH:7][C:6]([CH3:14])=[CH:5]2.[C:15]([O:19][CH2:20][CH3:21])(=[O:18])[CH:16]=[O:17], predict the reaction product. The product is: [Cl:1][C:2]1[CH:3]=[C:4]2[C:9](=[CH:10][C:11]=1[F:12])[C:8]([OH:13])=[C:7]([CH:16]([OH:17])[C:15]([O:19][CH2:20][CH3:21])=[O:18])[C:6]([CH3:14])=[CH:5]2. (6) The product is: [CH3:27][O:28][C:29](=[O:31])[CH2:30][N:23]1[CH2:22][CH2:21][CH:20]([NH:19][C:4]2[N:3]=[C:2]([NH2:1])[C:7]([C:8](=[O:9])[C:10]3[CH:15]=[C:14]([F:16])[CH:13]=[CH:12][C:11]=3[O:17][CH3:18])=[CH:6][N:5]=2)[CH2:25][CH2:24]1. Given the reactants [NH2:1][C:2]1[C:7]([C:8]([C:10]2[CH:15]=[C:14]([F:16])[CH:13]=[CH:12][C:11]=2[O:17][CH3:18])=[O:9])=[CH:6][N:5]=[C:4]([NH:19][CH:20]2[CH2:25][CH2:24][NH:23][CH2:22][CH2:21]2)[N:3]=1.Br[CH2:27][O:28][C:29](=[O:31])[CH3:30].O, predict the reaction product. (7) The product is: [NH2:7][C:6]1[S:10][C:9]([NH:8][C:11]2[CH:20]=[CH:19][C:18]3[C:13](=[CH:14][CH:15]=[CH:16][CH:17]=3)[CH:12]=2)=[N:1][C:2]=1[C:3]([NH2:5])=[O:4]. Given the reactants [NH2:1][CH:2]([C:6]#[N:7])[C:3]([NH2:5])=[O:4].[N:8]([C:11]1[CH:20]=[CH:19][C:18]2[C:13](=[CH:14][CH:15]=[CH:16][CH:17]=2)[CH:12]=1)=[C:9]=[S:10], predict the reaction product.